This data is from Experimentally validated miRNA-target interactions with 360,000+ pairs, plus equal number of negative samples. The task is: Binary Classification. Given a miRNA mature sequence and a target amino acid sequence, predict their likelihood of interaction. (1) The miRNA is rno-miR-135b-5p with sequence UAUGGCUUUUCAUUCCUAUGUGA. The protein sequence of the target gene is MTFQFNFTIEDHLENELTPIRDGALTLDSSKELSVSESQKGEERDRKCSAEQFDLPQDHLWEHKSMENAAPSQDTDSPLSAASSSRNLEPHGKQPSLRAAKEHAMPKDLKKMLENKVIETLPGFQHVKLSVVKTILLKENFPGENIVSKSFSSHSDLITGVYEGGLKIWECTFDLLAYFTKAKVKFAGKKVLDLGCGSGLLGITAFKGGSKEIHFQDYNSMVIDEVTLPNVVANSTLEDEENDVNEPDVKRCRKPKVTQLYKCRFFSGEWSEFCKLVLSSEKLFVKYDLILTSETIYNPD.... Result: 0 (no interaction). (2) Result: 1 (interaction). The miRNA is mmu-miR-339-5p with sequence UCCCUGUCCUCCAGGAGCUCACG. The protein sequence of the target gene is MESSQGRRRRPGTVVPGEAAETDSELSASSSEEELYLGPSGPTRGRPTGLRVAGEAAETDSEPEPEPTVVPVDLPPLVVQRDPAETWGTEETPAMAPARSLLQLRLAESQTRLDHDVAAAVSGVYRRAGRDVAALAGRLAAAQATGLAAAHSVRLARGDLCALAERLDIVAGCRLLPDIRGVPGMEPEQDPGPRA. (3) The miRNA is mmu-miR-5107-5p with sequence UGGGCAGAGGAGGCAGGGACA. The protein sequence of the target gene is MALGGEERKRRKGSERRQSSGDGVSCAASDYLVGQVADSLRGGPRPPGGGTGRLAALFSTAEPSAPPVFVPVPQETSKKRKLDDDDDDEEESVSQTKKPVLQEPSRKVKVKKLSDADKRLANRESALASADLEEELHQDQGQGRRRRSQSRGKVADGEALDVALSLAKDGGQRTKIPVNPEEERLKNERTVFVGNLPVTCNKKKLKSFFKEYGQVESVRFRSVMPAEGTLTKKLAAIKRKFHPDQKSINAYVVFKDESAAAKALQRNGAQIAEGFRIRVDLASETASRDKRSVFVGNLPY.... Result: 1 (interaction). (4) Result: 1 (interaction). The miRNA is hsa-miR-877-5p with sequence GUAGAGGAGAUGGCGCAGGG. The protein sequence of the target gene is MPELAKSAPAPKKGSKKAVTKAQKKDGKKRKRSRKESYSVYVYKVLKQVHPDTGISSKAMGIMNSFVNDIFERIASEASRLAHYNKRSTITSREIQTAVRLLLPGELAKHAVSEGTKAVTKYTSSK.